From a dataset of Full USPTO retrosynthesis dataset with 1.9M reactions from patents (1976-2016). Predict the reactants needed to synthesize the given product. (1) Given the product [OH:1][CH:2]1[N:14]([CH3:15])[C:13](=[O:16])[C:12]2[C:11]3[CH:10]=[C:9]([CH3:17])[CH:8]=[CH:7][C:6]=3[N:5]([CH2:26][CH2:25][C:22]3[CH:21]=[N:20][C:19]([CH3:18])=[CH:24][CH:23]=3)[C:4]=2[CH2:3]1, predict the reactants needed to synthesize it. The reactants are: [OH:1][CH:2]1[N:14]([CH3:15])[C:13](=[O:16])[C:12]2[C:11]3[CH:10]=[C:9]([CH3:17])[CH:8]=[CH:7][C:6]=3[NH:5][C:4]=2[CH2:3]1.[CH3:18][C:19]1[CH:24]=[CH:23][C:22]([CH:25]=[CH2:26])=[CH:21][N:20]=1.[OH-].[K+]. (2) Given the product [CH3:10][C:4]1[S:3][C:2]([N:28]2[N:29]=[CH:30][CH:31]=[N:27]2)=[C:6]([C:7]([OH:9])=[O:8])[CH:5]=1, predict the reactants needed to synthesize it. The reactants are: Br[C:2]1[S:3][C:4]([CH3:10])=[CH:5][C:6]=1[C:7]([OH:9])=[O:8].C(=O)([O-])[O-].[Cs+].[Cs+].CNC1CCCCC1NC.[NH:27]1[CH:31]=[CH:30][N:29]=[N:28]1. (3) Given the product [CH2:1]([O:4][C:5]1([CH3:38])[CH2:10][CH2:9][N:8]([C:11]2[N:16]3[N:17]=[C:18]([C:20]4[CH:21]=[C:22]([C:42]5[CH:41]=[C:40]([F:39])[CH:45]=[CH:44][C:43]=5[OH:49])[CH:23]=[CH:24][CH:25]=4)[CH:19]=[C:15]3[N:14]=[C:13]([CH3:27])[C:12]=2[C@H:28]([O:33][C:34]([CH3:37])([CH3:36])[CH3:35])[C:29]([O:31][CH3:32])=[O:30])[CH2:7][CH2:6]1)[CH:2]=[CH2:3], predict the reactants needed to synthesize it. The reactants are: [CH2:1]([O:4][C:5]1([CH3:38])[CH2:10][CH2:9][N:8]([C:11]2[N:16]3[N:17]=[C:18]([C:20]4[CH:25]=[CH:24][CH:23]=[C:22](Br)[CH:21]=4)[CH:19]=[C:15]3[N:14]=[C:13]([CH3:27])[C:12]=2[C@H:28]([O:33][C:34]([CH3:37])([CH3:36])[CH3:35])[C:29]([O:31][CH3:32])=[O:30])[CH2:7][CH2:6]1)[CH:2]=[CH2:3].[F:39][C:40]1[CH:41]=[CH:42][C:43]([OH:49])=[C:44](B(O)O)[CH:45]=1.CN(C=O)C.C([O-])([O-])=O.[Na+].[Na+]. (4) Given the product [F:32][C:30]1[CH:29]=[CH:28][C:27]([CH3:33])=[C:26]([C:4]2[CH:3]=[C:2]([CH3:37])[N:7]=[CH:6][C:5]=2[N:8]([CH3:25])[C:9](=[O:24])[C:10]2[CH:15]=[C:14]([C:16]([F:19])([F:17])[F:18])[CH:13]=[C:12]([S:20]([CH3:23])(=[O:21])=[O:22])[CH:11]=2)[CH:31]=1, predict the reactants needed to synthesize it. The reactants are: Cl[C:2]1[N:7]=[CH:6][C:5]([N:8]([CH3:25])[C:9](=[O:24])[C:10]2[CH:15]=[C:14]([C:16]([F:19])([F:18])[F:17])[CH:13]=[C:12]([S:20]([CH3:23])(=[O:22])=[O:21])[CH:11]=2)=[C:4]([C:26]2[CH:31]=[C:30]([F:32])[CH:29]=[CH:28][C:27]=2[CH3:33])[CH:3]=1.[Cl-].C[Zn+].[CH3:37]N1CCN(C)C1=O.C(O)(=O)CC(CC(O)=O)(C(O)=O)O. (5) The reactants are: FC(F)(F)[C:3]([O-:5])=[O:4].F[C:9](F)(F)[C:10]([O-:12])=O.[NH3+:15][C@H:16]([C:32]1[NH:33][C:34]([C:37]2[CH:46]=[CH:45][C:44]3[C:39](=[CH:40][CH:41]=[CH:42][CH:43]=3)[CH:38]=2)=[CH:35][NH+:36]=1)[CH2:17][CH2:18][CH2:19][CH2:20][NH:21]C(OCC1C=CC=CC=1)=O.[CH3:47]CN=C=NCCCN(C)C.[CH:58]1[CH:59]=[CH:60][C:61]2N(O)N=N[C:62]=2[CH:63]=1.[CH3:68][O:69][C:70]1[CH:71]=[C:72]2[C:76](=[CH:77][CH:78]=1)[NH:75][C:74]([CH3:79])=[C:73]2CC(O)=O.CCN(C(C)C)C(C)C. Given the product [CH3:68][O:69][C:70]1[CH:71]=[C:72]2[C:76](=[CH:77][CH:78]=1)[NH:75][C:74]([CH3:79])=[C:73]2[CH2:9][C:10]([NH:15][C@H:16]([C:32]1[NH:33][C:34]([C:37]2[CH:46]=[CH:45][C:44]3[C:39](=[CH:40][CH:41]=[CH:42][CH:43]=3)[CH:38]=2)=[CH:35][N:36]=1)[CH2:17][CH2:18][CH2:19][CH2:20][NH:21][C:3](=[O:4])[O:5][CH2:47][C:62]1[CH:61]=[CH:60][CH:59]=[CH:58][CH:63]=1)=[O:12], predict the reactants needed to synthesize it. (6) Given the product [N:2]1[CH:3]=[CH:4][C:5]([N:8]2[CH2:12][CH2:11][C:10]3([CH2:17][CH2:16][N:15]([C:40]([CH:37]4[CH2:38][CH2:39][N:34]([CH:32]([CH3:33])[CH2:31][C:30]([O:29][CH2:27][CH3:28])=[O:43])[CH2:35][CH2:36]4)=[O:41])[CH2:14][CH2:13]3)[CH2:9]2)=[CH:6][CH:7]=1, predict the reactants needed to synthesize it. The reactants are: Cl.[N:2]1[CH:7]=[CH:6][C:5]([N:8]2[CH2:12][CH2:11][C:10]3([CH2:17][CH2:16][NH:15][CH2:14][CH2:13]3)[CH2:9]2)=[CH:4][CH:3]=1.CCN(C(C)C)C(C)C.[CH2:27]([O:29][C:30](=[O:43])[CH2:31][CH:32]([N:34]1[CH2:39][CH2:38][CH:37]([C:40](O)=[O:41])[CH2:36][CH2:35]1)[CH3:33])[CH3:28].CN(C(ON1N=NC2C=CC=CC1=2)=[N+](C)C)C.F[P-](F)(F)(F)(F)F.N1CCCCC1.